Dataset: Peptide-MHC class II binding affinity with 134,281 pairs from IEDB. Task: Regression. Given a peptide amino acid sequence and an MHC pseudo amino acid sequence, predict their binding affinity value. This is MHC class II binding data. (1) The peptide sequence is PELEEEMFKKRNLTI. The MHC is DRB1_0101 with pseudo-sequence DRB1_0101. The binding affinity (normalized) is 0.191. (2) The peptide sequence is KYMVIQGEPGRVIRG. The MHC is DRB4_0101 with pseudo-sequence DRB4_0103. The binding affinity (normalized) is 0.649.